Predict which catalyst facilitates the given reaction. From a dataset of Catalyst prediction with 721,799 reactions and 888 catalyst types from USPTO. (1) Reactant: C(P(=O)(OCC)OCC)#N.[NH2:11][C:12]1[C:17]([O:18][C:19]2[CH:24]=[CH:23][CH:22]=[CH:21][CH:20]=2)=[CH:16][CH:15]=[CH:14][C:13]=1[S:25][CH2:26][C@@H:27]([C:36](O)=[O:37])[NH:28][O:29][C:30](=[O:35])[C:31]([CH3:34])([CH3:33])[CH3:32].CN(C=O)C. Product: [CH3:34][C:31]([CH3:32])([CH3:33])[C:30]([O:29][NH:28][C@@H:27]1[C:36](=[O:37])[NH:11][C:12]2[C:17]([O:18][C:19]3[CH:24]=[CH:23][CH:22]=[CH:21][CH:20]=3)=[CH:16][CH:15]=[CH:14][C:13]=2[S:25][CH2:26]1)=[O:35]. The catalyst class is: 25. (2) Reactant: [NH2:1][C:2]1[N:6]([CH3:7])[C:5](=[O:8])[C:4]([C:19]2[CH:24]=[CH:23][C:22]([O:25][CH:26]([F:28])[F:27])=[CH:21][CH:20]=2)([C:9]2[CH:14]=[CH:13][CH:12]=[C:11]([C:15]#[C:16][CH2:17]O)[CH:10]=2)[N:3]=1.CCN(S(F)(F)[F:35])CC. Product: [NH2:1][C:2]1[N:6]([CH3:7])[C:5](=[O:8])[C:4]([C:19]2[CH:24]=[CH:23][C:22]([O:25][CH:26]([F:28])[F:27])=[CH:21][CH:20]=2)([C:9]2[CH:14]=[CH:13][CH:12]=[C:11]([C:15]#[C:16][CH2:17][F:35])[CH:10]=2)[N:3]=1. The catalyst class is: 34. (3) Reactant: F[C:2]1[CH:15]=[CH:14][CH:13]=[CH:12][C:3]=1[C:4]([C:6]1[CH:11]=[CH:10][CH:9]=[CH:8][CH:7]=1)=O.[NH2:16][NH2:17]. Product: [C:6]1([C:4]2[C:3]3[C:2](=[CH:15][CH:14]=[CH:13][CH:12]=3)[NH:17][N:16]=2)[CH:7]=[CH:8][CH:9]=[CH:10][CH:11]=1. The catalyst class is: 6. (4) Reactant: [CH:1]1[C:9]([NH2:10])=[CH:8][C:7]2[CH2:11][CH2:12][N:5]3[C:6]=2[C:2]=1[C:3]1[CH2:18][CH2:17][CH2:16][CH2:15][CH2:14][CH2:13][C:4]=13.[C:19](Cl)(=[O:26])[CH2:20][CH2:21][CH2:22][CH2:23][CH2:24][CH3:25]. Product: [CH:1]1[C:9]([NH:10][C:19](=[O:26])[CH2:20][CH2:21][CH2:22][CH2:23][CH2:24][CH3:25])=[CH:8][C:7]2[CH2:11][CH2:12][N:5]3[C:6]=2[C:2]=1[C:3]1[CH2:18][CH2:17][CH2:16][CH2:15][CH2:14][CH2:13][C:4]=13. The catalyst class is: 4.